Dataset: Full USPTO retrosynthesis dataset with 1.9M reactions from patents (1976-2016). Task: Predict the reactants needed to synthesize the given product. (1) Given the product [Cl:1][C:2]1[CH:10]=[C:9]2[C:5]([C:6]([C:12]3[N:13]=[C:14]4[C:20]([C:21]([NH:28][C:25]5([CH3:24])[CH2:27][CH2:26]5)=[O:22])=[CH:19][NH:18][C:15]4=[N:16][CH:17]=3)=[N:7][N:8]2[CH3:11])=[CH:4][CH:3]=1, predict the reactants needed to synthesize it. The reactants are: [Cl:1][C:2]1[CH:10]=[C:9]2[C:5]([C:6]([C:12]3[N:13]=[C:14]4[C:20]([C:21](O)=[O:22])=[CH:19][NH:18][C:15]4=[N:16][CH:17]=3)=[N:7][N:8]2[CH3:11])=[CH:4][CH:3]=1.[CH3:24][C:25]1([NH2:28])[CH2:27][CH2:26]1.CCN=C=NCCCN(C)C.CCN(C(C)C)C(C)C.CN(C(ON1N=NC2C=CC=NC1=2)=[N+](C)C)C.F[P-](F)(F)(F)(F)F. (2) Given the product [Cl:3][C:4]1[N:5]([CH3:16])[C:6]2[C:11]([C:12]=1[CH:13]=[O:14])=[CH:10][CH:9]=[CH:8][CH:7]=2, predict the reactants needed to synthesize it. The reactants are: [H-].[Na+].[Cl:3][C:4]1[NH:5][C:6]2[C:11]([C:12]=1[CH:13]=[O:14])=[CH:10][CH:9]=[CH:8][CH:7]=2.I[CH3:16]. (3) Given the product [C:5]([NH2:18])(=[O:4])[C:6]1[CH:11]=[CH:10][CH:9]=[CH:8][CH:7]=1, predict the reactants needed to synthesize it. The reactants are: N[C@@H](CCC=C)C[O:4][CH2:5][C:6]1[CH:11]=[CH:10][CH:9]=[CH:8][CH:7]=1.C([N:18](CC)CC)C.C(Cl)(=O)C1C=CC=CC=1.O. (4) Given the product [CH2:31]([C@H:30]1[C@@H:26]([C:6]2[N:7]3[C:12]4[CH:13]=[CH:14][NH:15][C:11]=4[N:10]=[CH:9][C:8]3=[C:4]([CH2:1][CH2:2][S:59]([CH3:58])(=[O:61])=[O:60])[N:5]=2)[CH2:27][C@@H:28]([NH:33][S:34]([CH:37]2[CH2:39][CH2:38]2)(=[O:35])=[O:36])[CH2:29]1)[CH3:32], predict the reactants needed to synthesize it. The reactants are: [CH2:1]([C:4]1[N:5]=[C:6]([C@@H:26]2[C@H:30]([CH2:31][CH3:32])[CH2:29][C@H:28]([NH:33][S:34]([CH:37]3[CH2:39][CH2:38]3)(=[O:36])=[O:35])[CH2:27]2)[N:7]2[C:12]3[CH:13]=[CH:14][N:15](S(C4C=CC(C)=CC=4)(=O)=O)[C:11]=3[N:10]=[CH:9][C:8]=12)[CH:2]=C.I([O-])(=O)(=O)=O.[Na+].[BH4-].[Na+].Cl.CCN(C(C)C)C(C)C.[CH3:58][S:59](Cl)(=[O:61])=[O:60].C[S-].[Na+].OOS([O-])=O.[K+]. (5) Given the product [CH:12]([C:2]1([OH:11])[CH:3]2[CH2:9][CH:7]3[CH2:6][CH:5]([CH2:10][CH:1]1[CH2:8]3)[CH2:4]2)([CH3:19])[CH3:13], predict the reactants needed to synthesize it. The reactants are: [CH:1]12[CH2:10][CH:5]3[CH2:6][CH:7]([CH2:9][CH:3]([CH2:4]3)[C:2]1=[O:11])[CH2:8]2.[C:12]12(C(=O)C)CC3CC(CC(C3)[CH2:13]1)[CH2:19]2. (6) Given the product [NH2:19][C@H:16]1[CH2:17][CH2:18][N:14]([C:3]2[CH:4]=[CH:5][C:6]([NH:8][C:9](=[O:13])[CH:10]([CH3:11])[CH3:12])=[CH:7][C:2]=2[F:1])[C:15]1=[O:27], predict the reactants needed to synthesize it. The reactants are: [F:1][C:2]1[CH:7]=[C:6]([NH:8][C:9](=[O:13])[CH:10]([CH3:12])[CH3:11])[CH:5]=[CH:4][C:3]=1[N:14]1[CH2:18][CH2:17][C@H:16]([NH:19]C(=O)OC(C)(C)C)[C:15]1=[O:27].C(Cl)(=O)C.